Dataset: Reaction yield outcomes from USPTO patents with 853,638 reactions. Task: Predict the reaction yield, written as a fraction of the theoretical maximum amount of product (1.0 means a 100% yield; for example, 0.34 means a 34% yield). (1) The reactants are [C:1](Cl)(=[O:17])[CH2:2][CH2:3][CH2:4][CH2:5][CH2:6][CH2:7][CH2:8][CH2:9][CH2:10][CH2:11][CH2:12][CH2:13][CH2:14][CH2:15][CH3:16].[C:19]([N:36]([C@@H:42]1[C@H:46]([OH:47])[C@@H:45]([CH2:48][OH:49])[O:44][C@H:43]1[N:50]1[CH:57]=[CH:56][C:54](=[O:55])[NH:53][C:51]1=[O:52])[C:37](=[O:41])[CH2:38][CH2:39][NH2:40])([O:21][CH2:22][CH:23]1[C:35]2[C:30](=[CH:31][CH:32]=[CH:33][CH:34]=2)[C:29]2[C:24]1=[CH:25][CH:26]=[CH:27][CH:28]=2)=[O:20]. The catalyst is N1C=CC=CC=1. The product is [C:1]([N:53]1[C:54](=[O:55])[C:56]([C:1](=[O:17])[CH2:2][CH2:3][CH2:4][CH2:5][CH2:6][CH2:7][CH2:8][CH2:9][CH2:10][CH2:11][CH2:12][CH2:13][CH2:14][CH2:15][CH3:16])=[CH:57][N:50]([C@@H:43]2[O:44][C@H:45]([CH2:48][OH:49])[C@@H:46]([OH:47])[C@H:42]2[N:36]([C:19]([O:21][CH2:22][CH:23]2[C:24]3[C:29](=[CH:28][CH:27]=[CH:26][CH:25]=3)[C:30]3[C:35]2=[CH:34][CH:33]=[CH:32][CH:31]=3)=[O:20])[C:37](=[O:41])[CH2:38][CH2:39][NH2:40])[C:51]1=[O:52])(=[O:17])[CH2:2][CH2:3][CH2:4][CH2:5][CH2:6][CH2:7][CH2:8][CH2:9][CH2:10][CH2:11][CH2:12][CH2:13][CH2:14][CH2:15][CH3:16]. The yield is 0.650. (2) The reactants are C([O:8][C:9]1[CH:14]=[CH:13][C:12]([C:15]2[C:16](=[O:21])[NH:17][CH:18]=[N:19][CH:20]=2)=[CH:11][C:10]=1[F:22])C1C=CC=CC=1. The catalyst is CO.C(O)(=O)C. The product is [F:22][C:10]1[CH:11]=[C:12]([C:15]2[C:16](=[O:21])[NH:17][CH:18]=[N:19][CH:20]=2)[CH:13]=[CH:14][C:9]=1[OH:8]. The yield is 0.670. (3) The reactants are [Cl:1][C:2]1[CH:7]=[C:6]([Cl:8])[N:5]=[C:4]([S:9]([CH3:12])(=O)=O)[N:3]=1.SC1[CH:19]=[CH:18][C:17]([NH:20][C:21]([CH:23]2[CH2:27][CH2:26][CH2:25][CH2:24]2)=[O:22])=[CH:16][CH:15]=1.C(N(CC)CC)C.O. The catalyst is C(#N)C. The product is [Cl:1][C:2]1[CH:7]=[C:6]([Cl:8])[N:5]=[C:4]([S:9][C:12]2[CH:19]=[CH:18][C:17]([NH:20][C:21]([CH:23]3[CH2:24][CH2:25][CH2:26][CH2:27]3)=[O:22])=[CH:16][CH:15]=2)[N:3]=1. The yield is 0.490. (4) The reactants are Br[C:2]1[CH:11]=[C:10]2[C:5]([O:6][CH2:7][CH2:8][N:9]2[S:12]([C:15]2[CH:20]=[C:19]([Cl:21])[CH:18]=[CH:17][C:16]=2[O:22][CH3:23])(=[O:14])=[O:13])=[N:4][CH:3]=1.C(N(CC)CC)C.[C:31]([O:34][CH2:35][CH3:36])(=[O:33])C. The catalyst is C(O)C. The product is [CH2:35]([O:34][C:31]([C:2]1[CH:11]=[C:10]2[C:5]([O:6][CH2:7][CH2:8][N:9]2[S:12]([C:15]2[CH:20]=[C:19]([Cl:21])[CH:18]=[CH:17][C:16]=2[O:22][CH3:23])(=[O:14])=[O:13])=[N:4][CH:3]=1)=[O:33])[CH3:36]. The yield is 0.670. (5) The reactants are [OH-].[K+].[C:3]([C:6]1[CH:11]=[CH:10][CH:9]=[CH:8][CH:7]=1)(=[O:5])[CH3:4].Cl. The catalyst is CC(O)C. The product is [C:6]1([C@@H:3]([OH:5])[CH3:4])[CH:11]=[CH:10][CH:9]=[CH:8][CH:7]=1. The yield is 0.840. (6) The reactants are [C:1]([C:5]1[CH:10]=[CH:9][C:8]([CH:11]([C:13]2[CH:18]=[CH:17][C:16]([O:19][C:20]3[C:29]4[C:24](=[CH:25][C:26]([O:32][CH3:33])=[C:27]([O:30][CH3:31])[CH:28]=4)[N:23]=[CH:22][CH:21]=3)=[CH:15][CH:14]=2)[OH:12])=[CH:7][CH:6]=1)([CH3:4])([CH3:3])[CH3:2].C(N(CC)CC)C.[C:41](OC(=O)C)(=[O:43])[CH3:42].O. The catalyst is CN(C)C=O.C(OCC)(=O)C. The product is [C:41]([O:12][CH:11]([C:8]1[CH:9]=[CH:10][C:5]([C:1]([CH3:4])([CH3:2])[CH3:3])=[CH:6][CH:7]=1)[C:13]1[CH:14]=[CH:15][C:16]([O:19][C:20]2[C:29]3[C:24](=[CH:25][C:26]([O:32][CH3:33])=[C:27]([O:30][CH3:31])[CH:28]=3)[N:23]=[CH:22][CH:21]=2)=[CH:17][CH:18]=1)(=[O:43])[CH3:42]. The yield is 0.630.